This data is from Reaction yield outcomes from USPTO patents with 853,638 reactions. The task is: Predict the reaction yield, written as a fraction of the theoretical maximum amount of product (1.0 means a 100% yield; for example, 0.34 means a 34% yield). (1) The product is [CH3:7][N:8]1[C:12]([C:1]([OH:2])=[O:4])=[C:11]([C:15]2[CH:16]=[CH:17][CH:18]=[CH:19][CH:20]=2)[N:10]=[CH:9]1. The yield is 0.690. The catalyst is CC(C)=O.O. The reactants are [C:1](=[O:4])([O-])[O-:2].[K+].[K+].[CH3:7][N:8]1[C:12](C=O)=[C:11]([C:15]2[CH:20]=[CH:19][CH:18]=[CH:17][CH:16]=2)[N:10]=[CH:9]1.[Mn]([O-])(=O)(=O)=O.[K+]. (2) The reactants are [CH3:1][C:2]([CH3:24])([CH3:23])[CH2:3][C:4]([NH:6][C:7]1[N:17]([CH2:18][C:19]([F:22])([F:21])[F:20])[C:10]2=[N:11][C:12]([CH:15]=[CH2:16])=[CH:13][CH:14]=[C:9]2[N:8]=1)=[O:5]. The catalyst is CO. The product is [CH2:15]([C:12]1[N:11]=[C:10]2[N:17]([CH2:18][C:19]([F:22])([F:21])[F:20])[C:7]([NH:6][C:4](=[O:5])[CH2:3][C:2]([CH3:24])([CH3:23])[CH3:1])=[N:8][C:9]2=[CH:14][CH:13]=1)[CH3:16]. The yield is 0.750. (3) The reactants are [NH2:1][C:2]1[N:7]=[C:6](Cl)[C:5]([NH2:9])=[C:4]([Cl:10])[N:3]=1.[NH2:11][CH:12]1[CH2:17][CH2:16][O:15][CH2:14][CH2:13]1.C(=O)(O)[O-].[Na+]. The catalyst is C(O)CCC. The product is [Cl:10][C:4]1[N:3]=[C:2]([NH2:1])[N:7]=[C:6]([NH:11][CH:12]2[CH2:17][CH2:16][O:15][CH2:14][CH2:13]2)[C:5]=1[NH2:9]. The yield is 0.870. (4) The reactants are S(Cl)([Cl:3])=O.[CH2:5]1[C:13]2[C:8](=[CH:9][C:10]([CH2:14]O)=[CH:11][CH:12]=2)[CH2:7][CH2:6]1. The catalyst is C(Cl)(Cl)Cl. The product is [Cl:3][CH2:14][C:10]1[CH:9]=[C:8]2[C:13](=[CH:12][CH:11]=1)[CH2:5][CH2:6][CH2:7]2. The yield is 0.990. (5) The reactants are [C:1]12[C:7](=[CH:8][CH:9]=[CH:10][CH:11]=1)[NH:6]C(=O)[O:4][C:2]2=O.C([N:15](CC)CC)C.C[CH2:21][OH:22].O. No catalyst specified. The product is [NH2:6][C:7]1[CH:8]=[CH:9][CH:10]=[CH:11][C:1]=1[C:2]([NH:15][O:22][CH3:21])=[O:4]. The yield is 0.490. (6) The reactants are C1(OC2C=CC=CC=2)C=CC=CC=1.[Cl:14][C:15]1[CH:24]=[C:23]2[C:18]([C:19]([OH:28])=[C:20](C(O)=O)[CH:21]=[N:22]2)=[CH:17][C:16]=1[I:29]. No catalyst specified. The product is [Cl:14][C:15]1[CH:24]=[C:23]2[C:18]([C:19]([OH:28])=[CH:20][CH:21]=[N:22]2)=[CH:17][C:16]=1[I:29]. The yield is 0.710.